Dataset: Forward reaction prediction with 1.9M reactions from USPTO patents (1976-2016). Task: Predict the product of the given reaction. (1) Given the reactants [Cl:1][C:2]1[CH:3]=[CH:4][C:5]2[N:11](S(C3C=CC(C)=CC=3)(=O)=O)[CH2:10][CH2:9][CH2:8][C:7](=[O:22])[C:6]=2[CH:23]=1.S(=O)(=O)(O)O.O.[OH-].[Na+], predict the reaction product. The product is: [Cl:1][C:2]1[CH:3]=[CH:4][C:5]2[NH:11][CH2:10][CH2:9][CH2:8][C:7](=[O:22])[C:6]=2[CH:23]=1. (2) Given the reactants [NH:1]1[C:5]2[CH:6]=[CH:7][CH:8]=[CH:9][C:4]=2[N:3]=[C:2]1[NH:10][C:11]1[CH:16]=[CH:15][C:14]([C:17]2[CH:22]=[CH:21][C:20]([C:23]([C@@H:25]3[CH2:29][CH2:28][CH2:27][C@H:26]3[C:30]([O:32]C)=[O:31])=[O:24])=[CH:19][CH:18]=2)=[CH:13][C:12]=1[F:34].[OH-].[Na+], predict the reaction product. The product is: [NH:1]1[C:5]2[CH:6]=[CH:7][CH:8]=[CH:9][C:4]=2[N:3]=[C:2]1[NH:10][C:11]1[CH:16]=[CH:15][C:14]([C:17]2[CH:22]=[CH:21][C:20]([C:23]([C@@H:25]3[CH2:29][CH2:28][CH2:27][C@H:26]3[C:30]([OH:32])=[O:31])=[O:24])=[CH:19][CH:18]=2)=[CH:13][C:12]=1[F:34]. (3) The product is: [F:19][C:20]([F:33])([F:32])[S:21]([O:24][C:7]1[C:6]([CH3:14])=[CH:5][C:4]([N+:9]([O-:11])=[O:10])=[CH:3][C:2]=1[CH3:1])(=[O:23])=[O:22]. Given the reactants [CH3:1][C:2]1[CH:7]=[CH:6][C:5](O)=[C:4]([N+:9]([O-:11])=[O:10])[C:3]=1C.N1C=CC=C[CH:14]=1.[F:19][C:20]([F:33])([F:32])[S:21]([O:24]S(C(F)(F)F)(=O)=O)(=[O:23])=[O:22].O, predict the reaction product. (4) Given the reactants [F:1][C:2]1[CH:3]=[N:4][CH:5]=[C:6]([CH:11]=1)[C:7](Cl)=[N:8][OH:9].[C:12]([C:14]1[CH:15]=[N:16][CH:17]=[CH:18][CH:19]=1)#[CH:13].N, predict the reaction product. The product is: [F:1][C:2]1[CH:11]=[C:6]([C:7]2[CH:13]=[C:12]([C:14]3[CH:15]=[N:16][CH:17]=[CH:18][CH:19]=3)[O:9][N:8]=2)[CH:5]=[N:4][CH:3]=1. (5) Given the reactants [O:1]1[CH2:5][CH2:4][CH2:3][CH:2]1[CH2:6][CH2:7][C:8]1[CH:13]=[CH:12][C:11]([CH2:14][OH:15])=[CH:10][CH:9]=1, predict the reaction product. The product is: [O:1]1[CH2:5][CH2:4][CH2:3][CH:2]1[CH2:6][CH2:7][C:8]1[CH:9]=[CH:10][C:11]([CH:14]=[O:15])=[CH:12][CH:13]=1. (6) Given the reactants [Br:1][C:2]1[CH:7]=[CH:6][C:5]([C:8]2[CH:13]=[CH:12][C:11]([Br:14])=[CH:10][C:9]=2[N+:15]([O-:17])=[O:16])=[C:4]([N+]([O-])=O)[CH:3]=1.[CH3:21][O-:22].[Na+].CO, predict the reaction product. The product is: [Br:1][C:2]1[CH:7]=[CH:6][C:5]([C:8]2[CH:13]=[CH:12][C:11]([Br:14])=[CH:10][C:9]=2[N+:15]([O-:17])=[O:16])=[C:4]([O:22][CH3:21])[CH:3]=1. (7) Given the reactants [C:1]1([OH:7])[CH:6]=[CH:5][CH:4]=[CH:3][CH:2]=1.[CH2:8]([O:12][CH2:13][C:14]1[CH:19]=[CH:18][CH:17]=[CH:16][CH:15]=1)[C@@H:9]1[O:11][CH2:10]1, predict the reaction product. The product is: [CH2:13]([O:12][CH2:8][C@H:9]([OH:11])[CH2:10][O:7][C:1]1[CH:6]=[CH:5][CH:4]=[CH:3][CH:2]=1)[C:14]1[CH:19]=[CH:18][CH:17]=[CH:16][CH:15]=1. (8) Given the reactants [OH:1][CH:2]([CH3:10])/[CH:3]=[CH:4]/[C:5]([O:7][CH2:8][CH3:9])=[O:6].[CH2:11]([O:13][P:14](Cl)([O:16][CH2:17][CH3:18])=[O:15])[CH3:12], predict the reaction product. The product is: [CH2:11]([O:13][P:14]([O:16][CH2:17][CH3:18])([O:1][CH:2]([CH3:10])/[CH:3]=[CH:4]/[C:5]([O:7][CH2:8][CH3:9])=[O:6])=[O:15])[CH3:12].